This data is from Forward reaction prediction with 1.9M reactions from USPTO patents (1976-2016). The task is: Predict the product of the given reaction. (1) Given the reactants CO[CH:3]([O:13]C)[C:4]1[C:5]([O:11][CH3:12])=[N:6][CH:7]=[C:8](Br)[CH:9]=1.[C-:15]#[N:16].[Na+].N.Cl.C(=O)([O-])[O-].[Na+].[Na+], predict the reaction product. The product is: [C:15]([C:8]1[CH:9]=[C:4]([CH:3]=[O:13])[C:5]([O:11][CH3:12])=[N:6][CH:7]=1)#[N:16]. (2) Given the reactants Cl.[Cl-].[NH4+].[NH2:4][CH:5]([CH2:12][C:13]([O:15][CH2:16][CH3:17])=[O:14])[CH2:6][C:7]([O:9][CH2:10][CH3:11])=[O:8].[N:18]([O-])=O.[Na+], predict the reaction product. The product is: [N:4]([CH:5]([CH2:6][C:7]([O:9][CH2:10][CH3:11])=[O:8])[CH2:12][C:13]([O:15][CH2:16][CH3:17])=[O:14])=[NH:18]. (3) Given the reactants NC1N=CN=C2N(CC3OC(=O)C4C(C=3C3C=CC=CC=3)=CC=CC=4)N=C(I)C=12.[F:30][C:31]1[CH:32]=[C:33]([C:39]2[C:47]3[C:42](=[N:43][CH:44]=[N:45][C:46]=3[NH2:48])[NH:41][N:40]=2)[CH:34]=[C:35]([O:37][CH3:38])[CH:36]=1.Br[CH:50]([C:52]1[O:53][C:54](=[O:80])[C:55]2[C:60]([C:61]=1[C:62]1[CH2:68][CH:67]3[N:69]([C:70]([O:72][CH2:73][C:74]4[CH:79]=[CH:78][CH:77]=[CH:76][CH:75]=4)=[O:71])[CH:64]([CH2:65][CH2:66]3)[CH:63]=1)=[CH:59][CH:58]=[CH:57][CH:56]=2)[CH3:51], predict the reaction product. The product is: [NH2:48][C:46]1[N:45]=[CH:44][N:43]=[C:42]2[N:41]([CH:50]([C:52]3[O:53][C:54](=[O:80])[C:55]4[C:60]([C:61]=3[C:62]3[CH2:63][CH:64]5[N:69]([C:70]([O:72][CH2:73][C:74]6[CH:75]=[CH:76][CH:77]=[CH:78][CH:79]=6)=[O:71])[CH:67]([CH2:66][CH2:65]5)[CH:68]=3)=[CH:59][CH:58]=[CH:57][CH:56]=4)[CH3:51])[N:40]=[C:39]([C:33]3[CH:34]=[C:35]([O:37][CH3:38])[CH:36]=[C:31]([F:30])[CH:32]=3)[C:47]=12. (4) Given the reactants O.[C:2]1([S:8]([OH:11])(=[O:10])=[O:9])[CH:7]=[CH:6][CH:5]=[CH:4][CH:3]=1, predict the reaction product. The product is: [C:2]1([S:8]([OH:11])(=[O:10])=[O:9])[CH:7]=[CH:6][CH:5]=[CH:4][CH:3]=1. (5) The product is: [Cl:1][C:2]1[CH:7]=[CH:6][C:5]([C:8]2[C:13]([O:14][C@@H:15]([CH3:20])[C:16]([F:18])([F:17])[F:19])=[CH:12][N:11]=[C:10]([C:21]([NH:33][CH2:32][C:30]3[O:29][N:28]=[C:27]([C:26]([F:35])([F:34])[F:25])[N:31]=3)=[O:23])[N:9]=2)=[CH:4][CH:3]=1. Given the reactants [Cl:1][C:2]1[CH:7]=[CH:6][C:5]([C:8]2[C:13]([O:14][C@@H:15]([CH3:20])[C:16]([F:19])([F:18])[F:17])=[CH:12][N:11]=[C:10]([C:21]([OH:23])=O)[N:9]=2)=[CH:4][CH:3]=1.Cl.[F:25][C:26]([F:35])([F:34])[C:27]1[N:31]=[C:30]([CH2:32][NH2:33])[O:29][N:28]=1, predict the reaction product. (6) Given the reactants [CH:1]1[C:6]2[CH2:7][CH2:8][CH2:9][CH2:10][CH:11]([CH2:12][CH:13]=[CH:14][C:15]([O:17][CH2:18][CH3:19])=[O:16])[C:5]=2[CH:4]=[CH:3][CH:2]=1, predict the reaction product. The product is: [CH:1]1[C:6]2[CH2:7][CH2:8][CH2:9][CH2:10][CH:11]([CH2:12][CH2:13][CH2:14][C:15]([O:17][CH2:18][CH3:19])=[O:16])[C:5]=2[CH:4]=[CH:3][CH:2]=1.